Dataset: Forward reaction prediction with 1.9M reactions from USPTO patents (1976-2016). Task: Predict the product of the given reaction. (1) Given the reactants [CH2:1]([C:5]1[N:6]=[C:7]([C:20]2[CH:25]=[CH:24][C:23]([C:26]([F:29])([F:28])[F:27])=[CH:22][CH:21]=2)[S:8][C:9]=1[CH2:10][S:11][C:12]1[CH:19]=[CH:18][C:15]([C:16]#[N:17])=[CH:14][CH:13]=1)[CH2:2][CH2:3][CH3:4].ClC1C=CC=C(C(OO)=[O:38])C=1.[Na], predict the reaction product. The product is: [CH2:1]([C:5]1[N:6]=[C:7]([C:20]2[CH:21]=[CH:22][C:23]([C:26]([F:27])([F:28])[F:29])=[CH:24][CH:25]=2)[S:8][C:9]=1[CH2:10][S:11]([C:12]1[CH:19]=[CH:18][C:15]([C:16]#[N:17])=[CH:14][CH:13]=1)=[O:38])[CH2:2][CH2:3][CH3:4]. (2) Given the reactants [NH2:1][C@@:2]([C:7]1[CH:12]=[CH:11][CH:10]=[CH:9][C:8]=1CCl)([CH3:6])[C:3]([OH:5])=[O:4].O1CCOCC1.[C:21](O[C:21]([O:23][C:24]([CH3:27])([CH3:26])[CH3:25])=[O:22])([O:23][C:24]([CH3:27])([CH3:26])[CH3:25])=[O:22].[ClH:36], predict the reaction product. The product is: [C:24]([O:23][C:21]([NH:1][C@@:2]([C:7]1[CH:12]=[CH:11][CH:10]=[CH:9][C:8]=1[Cl:36])([CH3:6])[C:3]([OH:5])=[O:4])=[O:22])([CH3:27])([CH3:26])[CH3:25]. (3) Given the reactants [CH2:1]([C:4]1[CH:9]=[CH:8][N+:7]([O-])=[CH:6][C:5]=1C1C=CC=CC=1)[CH2:2][CH3:3].ClCCl.CN(C)C(Cl)=O.[C:26](=O)([O-:28])[O-:27].[K+].[K+], predict the reaction product. The product is: [CH2:1]([C:4]1[CH:5]=[CH:6][N:7]=[C:8]([C:26]([OH:28])=[O:27])[CH:9]=1)[CH2:2][CH3:3]. (4) Given the reactants [CH3:1][N:2]1[CH2:6][CH2:5][CH2:4][C@H:3]1[CH2:7][C:8]1[CH:16]=[C:15]2[C:11]([CH:12]=[CH:13][NH:14]2)=[CH:10][CH:9]=1.C([O-])([O-])=O.[K+].[K+].Cl.[CH3:24][N:25]1[C:29](=O)[CH2:28][CH2:27][CH2:26]1, predict the reaction product. The product is: [N:25]1[CH:24]=[CH:29][C:28]([N:14]2[C:15]3[C:11](=[CH:10][CH:9]=[C:8]([CH2:7][C@@H:3]4[CH2:4][CH2:5][CH2:6][N:2]4[CH3:1])[CH:16]=3)[CH:12]=[CH:13]2)=[CH:27][CH:26]=1. (5) Given the reactants [N+:1]([C:4]1[N:9]=[CH:8][C:7]([N:10]2[CH2:15][CH2:14][NH:13][CH2:12][CH2:11]2)=[CH:6][CH:5]=1)([O-:3])=[O:2].C(N(CC)CC)C.[C:23](Cl)(=[O:28])[C:24]([CH3:27])([CH3:26])[CH3:25], predict the reaction product. The product is: [CH3:25][C:24]([CH3:27])([CH3:26])[C:23]([N:13]1[CH2:12][CH2:11][N:10]([C:7]2[CH:8]=[N:9][C:4]([N+:1]([O-:3])=[O:2])=[CH:5][CH:6]=2)[CH2:15][CH2:14]1)=[O:28]. (6) Given the reactants [NH2:1][C:2]1[N:3]=[CH:4][S:5][C:6]=1[C:7]([O:9][CH3:10])=[O:8].N1C=CC=CC=1.[Cl:17][C:18]1[CH:23]=[CH:22][C:21]([C:24]2[CH:29]=[CH:28][C:27]([CH3:30])=[C:26]([CH2:31][C:32](Cl)=[O:33])[CH:25]=2)=[CH:20][CH:19]=1, predict the reaction product. The product is: [Cl:17][C:18]1[CH:19]=[CH:20][C:21]([C:24]2[CH:29]=[CH:28][C:27]([CH3:30])=[C:26]([CH2:31][C:32]([NH:1][C:2]3[N:3]=[CH:4][S:5][C:6]=3[C:7]([O:9][CH3:10])=[O:8])=[O:33])[CH:25]=2)=[CH:22][CH:23]=1.